Dataset: Reaction yield outcomes from USPTO patents with 853,638 reactions. Task: Predict the reaction yield, written as a fraction of the theoretical maximum amount of product (1.0 means a 100% yield; for example, 0.34 means a 34% yield). (1) The reactants are [CH3:1][C:2](C)([O-])C.[K+].C([Si](C1C=CC=CC=1)(C1C=CC=CC=1)[O:12][C:13]1[CH:22]=[CH:21][C:20]2[NH:19][C:18](=[O:23])[C:17]3=[C:24]([CH3:33])[N:25]([CH:27]4[CH2:32][CH2:31][CH2:30][CH2:29][O:28]4)[N:26]=[C:16]3[C:15]=2[CH:14]=1)(C)(C)C.BrCC.C(=O)([O-])[O-].[K+].[K+]. The catalyst is CN(C=O)C.O. The product is [CH2:1]([O:12][C:13]1[CH:22]=[CH:21][C:20]2[NH:19][C:18](=[O:23])[C:17]3=[C:24]([CH3:33])[N:25]([CH:27]4[CH2:32][CH2:31][CH2:30][CH2:29][O:28]4)[N:26]=[C:16]3[C:15]=2[CH:14]=1)[CH3:2]. The yield is 0.740. (2) The reactants are [Cl:1][C:2]1[CH:7]=[CH:6][C:5]([N+:8]([O-:10])=[O:9])=[CH:4][C:3]=1[C:11]1[NH:15][C:14]2[CH:16]=[CH:17][C:18]([C:20]([NH:22][OH:23])=[NH:21])=[CH:19][C:13]=2[N:12]=1.[CH3:24]CCCCCC. The catalyst is C(OCC)(OCC)OCC.Cl. The product is [Cl:1][C:2]1[CH:7]=[CH:6][C:5]([N+:8]([O-:10])=[O:9])=[CH:4][C:3]=1[C:11]1[NH:15][C:14]2[CH:16]=[CH:17][C:18]([C:20]3[N:21]=[CH:24][O:23][N:22]=3)=[CH:19][C:13]=2[N:12]=1. The yield is 0.620. (3) The reactants are FC(F)(F)C(O)=O.FC(F)(F)C(O)=O.FC(F)(F)C(O)=O.[CH3:22][C:23]1[CH:32]=[C:31]([CH2:33][O:34][C:35]2[CH:59]=[CH:58][C:38]([C:39]([NH:41][CH2:42][C:43]3([N:52]4[CH2:57][CH2:56][NH:55][CH2:54][CH2:53]4)[C:48](=[O:49])[NH:47][C:46](=[O:50])[NH:45][C:44]3=[O:51])=[O:40])=[CH:37][CH:36]=2)[C:30]2[C:25](=[CH:26][CH:27]=[CH:28][CH:29]=2)[N:24]=1.[N:60]1[CH:65]=[CH:64][CH:63]=[C:62]([CH:66]=O)[CH:61]=1. No catalyst specified. The product is [CH3:22][C:23]1[CH:32]=[C:31]([CH2:33][O:34][C:35]2[CH:36]=[CH:37][C:38]([C:39]([NH:41][CH2:42][C:43]3([N:52]4[CH2:53][CH2:54][N:55]([CH2:66][C:62]5[CH:61]=[N:60][CH:65]=[CH:64][CH:63]=5)[CH2:56][CH2:57]4)[C:44](=[O:51])[NH:45][C:46](=[O:50])[NH:47][C:48]3=[O:49])=[O:40])=[CH:58][CH:59]=2)[C:30]2[C:25](=[CH:26][CH:27]=[CH:28][CH:29]=2)[N:24]=1. The yield is 0.510. (4) The reactants are [Cl:1][C:2]1[CH:3]=[C:4]([CH2:8][C:9]([OH:11])=O)[CH:5]=[CH:6][CH:7]=1.C(Cl)(=O)C(Cl)=O.[NH2:18][C:19](=[N:25]O)[C:20]([O:22][CH2:23][CH3:24])=[O:21].C(N(CC)C(C)C)(C)C. The catalyst is ClCCl.N1C=CC=CC=1.CN(C=O)C. The product is [Cl:1][C:2]1[CH:3]=[C:4]([CH:5]=[CH:6][CH:7]=1)[CH2:8][C:9]1[O:11][N:25]=[C:19]([C:20]([O:22][CH2:23][CH3:24])=[O:21])[N:18]=1. The yield is 0.280. (5) The reactants are [CH3:1][S:2](Cl)(=[O:4])=[O:3].[Cl:6][C:7]1[CH:12]=[CH:11][C:10]([C@@H:13]([NH:17][C:18](=[O:24])[O:19][C:20]([CH3:23])([CH3:22])[CH3:21])[CH2:14][CH2:15][OH:16])=[CH:9][CH:8]=1.C(N(CC)CC)C. The catalyst is C(Cl)Cl. The product is [CH3:1][S:2]([O:16][CH2:15][CH2:14][C@H:13]([NH:17][C:18]([O:19][C:20]([CH3:21])([CH3:23])[CH3:22])=[O:24])[C:10]1[CH:11]=[CH:12][C:7]([Cl:6])=[CH:8][CH:9]=1)(=[O:4])=[O:3]. The yield is 0.860. (6) The product is [CH3:1][O:2][C:3]1[CH:8]=[CH:7][C:6]([CH2:9][C:10]([NH:23][C:24]2[CH:63]=[CH:62][C:27]([C:28]([N:30]([CH2:54][C:55]([OH:57])=[O:56])[CH2:31][C:32]3[CH:33]=[CH:34][C:35]([C:38]4[N:42]=[C:41]([NH:43][S:44]([C:47]5[CH:52]=[CH:51][C:50]([CH3:53])=[CH:49][CH:48]=5)(=[O:46])=[O:45])[O:40][N:39]=4)=[CH:36][CH:37]=3)=[O:29])=[CH:26][CH:25]=2)=[O:12])=[C:5]([C:13]([F:16])([F:15])[F:14])[CH:4]=1. The yield is 0.180. The catalyst is C(Cl)Cl.CN(C=O)C. The reactants are [CH3:1][O:2][C:3]1[CH:8]=[CH:7][C:6]([CH2:9][C:10]([OH:12])=O)=[C:5]([C:13]([F:16])([F:15])[F:14])[CH:4]=1.C(Cl)(=O)C(Cl)=O.[NH2:23][C:24]1[CH:63]=[CH:62][C:27]([C:28]([N:30]([CH2:54][C:55]([O:57]C(C)(C)C)=[O:56])[CH2:31][C:32]2[CH:37]=[CH:36][C:35]([C:38]3[N:42]=[C:41]([NH:43][S:44]([C:47]4[CH:52]=[CH:51][C:50]([CH3:53])=[CH:49][CH:48]=4)(=[O:46])=[O:45])[O:40][N:39]=3)=[CH:34][CH:33]=2)=[O:29])=[CH:26][CH:25]=1.C(O)(C(F)(F)F)=O. (7) The reactants are [Si:1]([O:8][CH2:9][C:10]([CH2:21]O)([C:16]([O:18][CH2:19][CH3:20])=[O:17])[C:11]([O:13][CH2:14][CH3:15])=[O:12])([C:4]([CH3:7])([CH3:6])[CH3:5])([CH3:3])[CH3:2].C(OC(=O)C)(=O)C.C(O)(=O)C.C([O-])([O-])=O.[Na+].[Na+].[CH3:40][S:41](C)=O. No catalyst specified. The product is [Si:1]([O:8][CH2:9][C:10]([CH2:21][S:41][CH3:40])([C:16]([O:18][CH2:19][CH3:20])=[O:17])[C:11]([O:13][CH2:14][CH3:15])=[O:12])([C:4]([CH3:7])([CH3:6])[CH3:5])([CH3:3])[CH3:2]. The yield is 0.910.